From a dataset of Catalyst prediction with 721,799 reactions and 888 catalyst types from USPTO. Predict which catalyst facilitates the given reaction. (1) Reactant: [Br:1][C:2]1[CH:7]=[CH:6][C:5]([C:8]([C:10]2[N:14]([CH3:15])[N:13]=[C:12]([CH3:16])[CH:11]=2)=O)=[C:4]([F:17])[CH:3]=1.[NH:18]([C:20]([O:22][C:23]([CH3:26])([CH3:25])[CH3:24])=[O:21])[NH2:19]. Product: [Br:1][C:2]1[CH:7]=[CH:6][C:5]([C:8]([C:10]2[N:14]([CH3:15])[N:13]=[C:12]([CH3:16])[CH:11]=2)=[N:19][NH:18][C:20]([O:22][C:23]([CH3:26])([CH3:25])[CH3:24])=[O:21])=[C:4]([F:17])[CH:3]=1. The catalyst class is: 404. (2) Reactant: [Br:1][C:2]1[C:3]([C:8]#N)=[N:4][CH:5]=[CH:6][CH:7]=1.C[O-:11].[Na+].Cl.[C:14](=O)([O-])[OH:15].[Na+]. Product: [Br:1][C:2]1[C:3]([C:8]([O:15][CH3:14])=[O:11])=[N:4][CH:5]=[CH:6][CH:7]=1. The catalyst class is: 5. (3) Reactant: CC1C=CC(S(O[CH2:12][CH:13]2[O:18][C:17]3[CH:19]=[C:20]([F:23])[CH:21]=[CH:22][C:16]=3[O:15][CH2:14]2)(=O)=O)=CC=1.[CH3:24][NH:25][CH2:26][CH2:27][CH3:28]. Product: [F:23][C:20]1[CH:21]=[CH:22][C:16]2[O:15][CH2:14][CH:13]([CH2:12][N:25]([CH3:24])[CH2:26][CH2:27][CH3:28])[O:18][C:17]=2[CH:19]=1. The catalyst class is: 10. (4) Reactant: [C:1]([CH2:3][C:4]([O:6]C)=O)#N.[CH2:8]([CH:10]([CH2:13][CH2:14][CH2:15][CH3:16])[CH2:11]N)[CH3:9].C(OCC)(=O)CC(C)=O.[NH:26]1CCC[CH2:28][CH2:27]1.Cl. Product: [CH2:8]([CH:10]([CH2:13][CH2:14][CH2:15][CH3:16])[CH2:11][C:3]1[C:4](=[O:6])[NH:26][CH:27]=[CH:28][CH:1]=1)[CH3:9]. The catalyst class is: 5. (5) Reactant: C(N(CC)CC)C.[CH2:8]([O:10][C:11](=[O:41])[CH2:12][C:13]1[CH:22]=[C:21]([C:23](=[O:39])[C:24]2[CH:29]=[CH:28][C:27]([S:30]([N:33]3[CH2:38][CH2:37][NH:36][CH2:35][CH2:34]3)(=[O:32])=[O:31])=[CH:26][CH:25]=2)[C:20]2[C:15](=[CH:16][CH:17]=[C:18]([F:40])[CH:19]=2)[CH:14]=1)[CH3:9].Cl[C:43]([O:45][CH2:46][CH3:47])=[O:44]. Product: [CH2:46]([O:45][C:43]([N:36]1[CH2:37][CH2:38][N:33]([S:30]([C:27]2[CH:26]=[CH:25][C:24]([C:23]([C:21]3[C:20]4[C:15](=[CH:16][CH:17]=[C:18]([F:40])[CH:19]=4)[CH:14]=[C:13]([CH2:12][C:11]([O:10][CH2:8][CH3:9])=[O:41])[CH:22]=3)=[O:39])=[CH:29][CH:28]=2)(=[O:31])=[O:32])[CH2:34][CH2:35]1)=[O:44])[CH3:47]. The catalyst class is: 4. (6) Reactant: CC(OI1(OC(C)=O)(OC(C)=O)OC(=O)C2C=CC=CC1=2)=O.[O:23]1[C:32]2[C:27](=[CH:28][CH:29]=[CH:30][CH:31]=2)[CH:26]([CH2:33][CH:34]([C:36]([F:39])([F:38])[F:37])[OH:35])[CH2:25][CH2:24]1.C(=O)(O)[O-].[Na+].S([O-])([O-])(=O)=S.[Na+].[Na+]. Product: [O:23]1[C:32]2[C:27](=[CH:28][CH:29]=[CH:30][CH:31]=2)[CH:26]([CH2:33][C:34](=[O:35])[C:36]([F:38])([F:39])[F:37])[CH2:25][CH2:24]1. The catalyst class is: 268. (7) Reactant: [CH:1]([OH:4])([CH3:3])[CH3:2].[H-].[Na+].[N:7]1([C:13]([N:15]2[CH2:20][CH:19]([C:21]3[CH:26]=[CH:25][C:24]([C:27]([F:30])([F:29])[F:28])=[CH:23][CH:22]=3)[CH2:18][CH:17]([CH2:31]S([O-])(=O)=O)[CH2:16]2)=[O:14])[CH2:12][CH2:11][O:10][CH2:9][CH2:8]1.O. Product: [CH:1]([O:4][CH2:31][CH:17]1[CH2:18][CH:19]([C:21]2[CH:26]=[CH:25][C:24]([C:27]([F:30])([F:29])[F:28])=[CH:23][CH:22]=2)[CH2:20][N:15]([C:13]([N:7]2[CH2:12][CH2:11][O:10][CH2:9][CH2:8]2)=[O:14])[CH2:16]1)([CH3:3])[CH3:2]. The catalyst class is: 3.